Predict the reaction yield, written as a fraction of the theoretical maximum amount of product (1.0 means a 100% yield; for example, 0.34 means a 34% yield). From a dataset of Reaction yield outcomes from USPTO patents with 853,638 reactions. (1) The product is [CH3:26][O:27][CH2:28][CH2:29][O:30][C:31]([N:16]1[CH2:15][CH2:14][N:13]([CH:10]([CH2:11][CH3:12])[C:9]#[C:8][C:4]2[CH:5]=[CH:6][CH:7]=[C:2]([Cl:1])[CH:3]=2)[CH2:18][CH2:17]1)=[O:32]. The reactants are [Cl:1][C:2]1[CH:3]=[C:4]([C:8]#[C:9][CH:10]([N:13]2[CH2:18][CH2:17][NH:16][CH2:15][CH2:14]2)[CH2:11][CH3:12])[CH:5]=[CH:6][CH:7]=1.C(N(CC)CC)C.[CH3:26][O:27][CH2:28][CH2:29][O:30][C:31](Cl)=[O:32]. The catalyst is C(Cl)Cl. The yield is 0.270. (2) The reactants are Br[C:2]1[CH:3]=[C:4]2[C:8](=[C:9]([F:11])[CH:10]=1)[N:7]([CH3:12])[C:6](=[O:13])[C:5]2([CH3:15])[CH3:14].[CH3:16][N:17]1[C:21]([C:22]#[N:23])=[CH:20][CH:19]=[C:18]1B(O)O.[F-].[K+]. The catalyst is O1CCOCC1.CCOC(C)=O.CC(C)([P](C(C)(C)C)([Pd][P](C(C)(C)C)(C(C)(C)C)C(C)(C)C)C(C)(C)C)C. The product is [F:11][C:9]1[CH:10]=[C:2]([C:18]2[N:17]([CH3:16])[C:21]([C:22]#[N:23])=[CH:20][CH:19]=2)[CH:3]=[C:4]2[C:8]=1[N:7]([CH3:12])[C:6](=[O:13])[C:5]2([CH3:15])[CH3:14]. The yield is 0.280. (3) The yield is 0.860. The catalyst is C1COCC1. The reactants are CON(C)[C:4]([C@H:6]1[CH2:11][CH2:10][C@H:9]([NH:12][C:13](=[O:19])[O:14][C:15]([CH3:18])([CH3:17])[CH3:16])[CH2:8][CH2:7]1)=[O:5].[CH2:21]([Mg]Cl)[CH3:22]. The product is [C:4]([C@H:6]1[CH2:7][CH2:8][C@H:9]([NH:12][C:13](=[O:19])[O:14][C:15]([CH3:16])([CH3:17])[CH3:18])[CH2:10][CH2:11]1)(=[O:5])[CH2:21][CH3:22]. (4) The yield is 0.690. The product is [CH3:21][O:20][C:17]1[CH:18]=[CH:19][C:14]([CH2:13][C:8]2([C:6]([NH:5][C@H:4]([C:3]([OH:2])=[O:30])[CH2:22][C:23]3[CH:28]=[CH:27][C:26]([NH:29][C:34]([C:33]4[CH:37]=[C:38]([N+:41]([O-:43])=[O:42])[CH:39]=[CH:40][C:32]=4[CH3:31])=[O:35])=[CH:25][CH:24]=3)=[O:7])[CH2:12][CH2:11][CH2:10][CH2:9]2)=[CH:15][CH:16]=1. No catalyst specified. The reactants are C[O:2][C:3](=[O:30])[C@H:4]([CH2:22][C:23]1[CH:28]=[CH:27][C:26]([NH2:29])=[CH:25][CH:24]=1)[NH:5][C:6]([C:8]1([CH2:13][C:14]2[CH:19]=[CH:18][C:17]([O:20][CH3:21])=[CH:16][CH:15]=2)[CH2:12][CH2:11][CH2:10][CH2:9]1)=[O:7].[CH3:31][C:32]1[CH:40]=[CH:39][C:38]([N+:41]([O-:43])=[O:42])=[CH:37][C:33]=1[C:34](O)=[O:35]. (5) The reactants are [C:1]1([C:9]2[CH:14]=[CH:13][CH:12]=[CH:11][CH:10]=2)[CH:6]=[CH:5][CH:4]=[C:3]([C:7]#[N:8])[CH:2]=1.[H-].[Al+3].[Li+].[H-].[H-].[H-].CO.[Cl-].[NH4+]. The catalyst is O1CCCC1.O. The product is [C:1]1([C:9]2[CH:14]=[CH:13][CH:12]=[CH:11][CH:10]=2)[CH:6]=[CH:5][CH:4]=[C:3]([CH2:7][NH2:8])[CH:2]=1. The yield is 0.630. (6) The reactants are CCN(C(C)C)C(C)C.[OH:10][C:11]1[CH:12]=[CH:13][CH:14]=[C:15]2[C:20]=1[O:19][C:18](=[O:21])[C:17]([C:22]([OH:24])=O)=[CH:16]2.CN(C(ON1N=NC2C=CC=NC1=2)=[N+](C)C)C.F[P-](F)(F)(F)(F)F.[N:49]1[C:58]2[C:53](=[CH:54][CH:55]=[CH:56][CH:57]=2)[CH:52]=[C:51]([C:59]2[CH:60]=[C:61]([NH2:65])[CH:62]=[CH:63][CH:64]=2)[CH:50]=1. The catalyst is CN(C=O)C. The product is [N:49]1[C:58]2[C:53](=[CH:54][CH:55]=[CH:56][CH:57]=2)[CH:52]=[C:51]([C:59]2[CH:60]=[C:61]([NH:65][C:22]([C:17]3[C:18](=[O:21])[O:19][C:20]4[C:15]([CH:16]=3)=[CH:14][CH:13]=[CH:12][C:11]=4[OH:10])=[O:24])[CH:62]=[CH:63][CH:64]=2)[CH:50]=1. The yield is 0.480.